Dataset: Full USPTO retrosynthesis dataset with 1.9M reactions from patents (1976-2016). Task: Predict the reactants needed to synthesize the given product. Given the product [O:45]=[C:22]1[N:21]([CH2:20][CH2:19][CH2:18][NH:11][C:12]2[CH:17]=[CH:16][CH:15]=[CH:14][N:13]=2)[C:26]2[CH:27]=[CH:28][C:29]([S:31][CH:32]([C:39]3[CH:44]=[CH:43][CH:42]=[CH:41][CH:40]=3)[CH2:33][C:34]([O:36][CH2:37][CH3:38])=[O:35])=[CH:30][C:25]=2[O:24][CH2:23]1, predict the reactants needed to synthesize it. The reactants are: C(OC([N:11]([CH2:18][CH2:19][CH2:20][N:21]1[C:26]2[CH:27]=[CH:28][C:29]([S:31][CH:32]([C:39]3[CH:44]=[CH:43][CH:42]=[CH:41][CH:40]=3)[CH2:33][C:34]([O:36][CH2:37][CH3:38])=[O:35])=[CH:30][C:25]=2[O:24][CH2:23][C:22]1=[O:45])[C:12]1[CH:17]=[CH:16][CH:15]=[CH:14][N:13]=1)=O)C1C=CC=CC=1.Br.